This data is from Forward reaction prediction with 1.9M reactions from USPTO patents (1976-2016). The task is: Predict the product of the given reaction. Given the reactants [OH-].[Li+].[Br:3][C:4]1[CH:33]=[CH:32][C:7]([CH2:8][C@@H:9]([C:28]([O:30]C)=[O:29])[NH:10][C:11]([C@H:13]2[CH2:18][CH2:17][C@H:16]([CH2:19][NH:20][C:21]([O:23][C:24]([CH3:27])([CH3:26])[CH3:25])=[O:22])[CH2:15][CH2:14]2)=[O:12])=[CH:6][CH:5]=1.Cl.C(OCC)(=O)C, predict the reaction product. The product is: [Br:3][C:4]1[CH:5]=[CH:6][C:7]([CH2:8][C@@H:9]([C:28]([OH:30])=[O:29])[NH:10][C:11]([C@H:13]2[CH2:14][CH2:15][C@H:16]([CH2:19][NH:20][C:21]([O:23][C:24]([CH3:27])([CH3:25])[CH3:26])=[O:22])[CH2:17][CH2:18]2)=[O:12])=[CH:32][CH:33]=1.